This data is from Full USPTO retrosynthesis dataset with 1.9M reactions from patents (1976-2016). The task is: Predict the reactants needed to synthesize the given product. (1) Given the product [F:1][C:2]([F:16])([F:15])[CH:3]([NH:5][C:6]([C:8]1[S:12][N:11]=[C:10]([Cl:13])[C:9]=1[Cl:14])=[O:7])[S:28][C:26]1[S:27][C:23]([C:17]2[CH:22]=[CH:21][CH:20]=[CH:19][CH:18]=2)=[N:24][N:25]=1, predict the reactants needed to synthesize it. The reactants are: [F:1][C:2]([F:16])([F:15])[CH:3]([NH:5][C:6]([C:8]1[S:12][N:11]=[C:10]([Cl:13])[C:9]=1[Cl:14])=[O:7])O.[C:17]1([C:23]2[S:27][C:26]([SH:28])=[N:25][N:24]=2)[CH:22]=[CH:21][CH:20]=[CH:19][CH:18]=1.[H-].[Na+]. (2) Given the product [F:17][C:16]1[C:11]([CH2:5][C:4]([OH:19])=[O:3])=[N:12][CH:13]=[C:14]([F:18])[CH:15]=1, predict the reactants needed to synthesize it. The reactants are: C([O:3][C:4](=[O:19])[CH:5]([C:11]1[C:16]([F:17])=[CH:15][C:14]([F:18])=[CH:13][N:12]=1)C(OCC)=O)C.O.[OH-].[Li+].Cl. (3) The reactants are: Cl.[NH2:2][C:3]1[CH:4]=[C:5]([CH:9]=[CH:10][C:11]=1[CH3:12])[C:6]([OH:8])=[O:7].[N:13]([O-])=O.[Na+].C([O-])(=O)C.[Na+].[CH3:22][C:23]([SH:26])([CH3:25])[CH3:24]. Given the product [C:23]([S:26][N:13]=[N:2][C:3]1[CH:4]=[C:5]([CH:9]=[CH:10][C:11]=1[CH3:12])[C:6]([OH:8])=[O:7])([CH3:25])([CH3:24])[CH3:22], predict the reactants needed to synthesize it.